This data is from Catalyst prediction with 721,799 reactions and 888 catalyst types from USPTO. The task is: Predict which catalyst facilitates the given reaction. (1) Reactant: [NH2:1][C:2]1[N:10]=[CH:9][CH:8]=[CH:7][C:3]=1[C:4]([OH:6])=O.C(Cl)CCl.C1C=CC2N(O)N=NC=2C=1.C(N(CC)CC)C.[CH2:32]([O:34][C:35](=[O:45])[C@H:36]([CH2:38][C:39]1[CH:44]=[CH:43][CH:42]=[CH:41][CH:40]=1)[NH2:37])[CH3:33]. Product: [NH2:1][C:2]1[N:10]=[CH:9][CH:8]=[CH:7][C:3]=1[C:4]([NH:37][C@@H:36]([CH2:38][C:39]1[CH:40]=[CH:41][CH:42]=[CH:43][CH:44]=1)[C:35]([O:34][CH2:32][CH3:33])=[O:45])=[O:6]. The catalyst class is: 18. (2) Reactant: [I:1]I.[CH2:3]([OH:13])[C:4]1[CH:12]=[CH:11][C:10]2[O:9][CH2:8][O:7][C:6]=2[CH:5]=1. Product: [I:1][C:12]1[C:4]([CH2:3][OH:13])=[CH:5][C:6]2[O:7][CH2:8][O:9][C:10]=2[CH:11]=1. The catalyst class is: 22. (3) Reactant: [Cl:1][C:2]1[C:3]2[C:10]([I:11])=[CH:9][N:8]([CH:12]3[CH2:17][CH2:16][N:15](C(OC(C)(C)C)=O)[CH2:14][CH2:13]3)[C:4]=2[N:5]=[CH:6][N:7]=1.FC(F)(F)C(O)=O. Product: [Cl:1][C:2]1[C:3]2[C:10]([I:11])=[CH:9][N:8]([CH:12]3[CH2:17][CH2:16][NH:15][CH2:14][CH2:13]3)[C:4]=2[N:5]=[CH:6][N:7]=1. The catalyst class is: 4. (4) Reactant: [Cl:1][C:2]1[CH:3]=[C:4]([C:8]2[C:13]([O:14][CH3:15])=[CH:12][CH:11]=[C:10]([CH2:16][C:17]3[CH:18]=[C:19]([NH2:23])[CH:20]=[CH:21][CH:22]=3)[CH:9]=2)[CH:5]=[CH:6][CH:7]=1.N1C=CC=CC=1.[CH3:30][S:31](Cl)(=[O:33])=[O:32]. Product: [Cl:1][C:2]1[CH:3]=[C:4]([C:8]2[C:13]([O:14][CH3:15])=[CH:12][CH:11]=[C:10]([CH2:16][C:17]3[CH:18]=[C:19]([NH:23][S:31]([CH3:30])(=[O:33])=[O:32])[CH:20]=[CH:21][CH:22]=3)[CH:9]=2)[CH:5]=[CH:6][CH:7]=1. The catalyst class is: 6. (5) Reactant: [CH2:1]([C:5]1[CH:13]=[CH:12][C:8]([CH:9]=[N:10][OH:11])=[CH:7][CH:6]=1)[CH:2]([CH3:4])[CH3:3].[Cl:14]N1C(=O)CCC1=O. Product: [OH:11][N:10]=[C:9]([Cl:14])[C:8]1[CH:7]=[CH:6][C:5]([CH2:1][CH:2]([CH3:4])[CH3:3])=[CH:13][CH:12]=1. The catalyst class is: 9. (6) Reactant: Cl[C:2]1[CH:7]=[C:6]([NH:8][C:9]2[CH:19]=[CH:18][CH:17]=[CH:16][C:10]=2[C:11]([NH:13][O:14][CH3:15])=[O:12])[C:5]([Cl:20])=[CH:4][N:3]=1.[NH2:21][C:22]1[N:26]([CH:27]([CH3:29])[CH3:28])[N:25]=[C:24]([CH2:30][OH:31])[CH:23]=1.C(=O)([O-])[O-].[Cs+].[Cs+].C1C=CC(P(C2C(C3C(P(C4C=CC=CC=4)C4C=CC=CC=4)=CC=C4C=3C=CC=C4)=C3C(C=CC=C3)=CC=2)C2C=CC=CC=2)=CC=1. Product: [Cl:20][C:5]1[C:6]([NH:8][C:9]2[CH:19]=[CH:18][CH:17]=[CH:16][C:10]=2[C:11]([NH:13][O:14][CH3:15])=[O:12])=[CH:7][C:2]([NH:21][C:22]2[N:26]([CH:27]([CH3:28])[CH3:29])[N:25]=[C:24]([CH2:30][OH:31])[CH:23]=2)=[N:3][CH:4]=1. The catalyst class is: 826. (7) Reactant: [CH2:1]([O:8][C:9]1[CH:10]=[C:11]([CH:16]=[C:17]([NH:19][CH2:20][CH:21]2[CH2:23][CH2:22]2)[CH:18]=1)[C:12]([O:14][CH3:15])=[O:13])[C:2]1[CH:7]=[CH:6][CH:5]=[CH:4][CH:3]=1.C(Cl)(Cl)Cl.[C:28](OC(=O)C)(=[O:30])[CH3:29].N1C=CC=CC=1. Product: [C:28]([N:19]([CH2:20][CH:21]1[CH2:23][CH2:22]1)[C:17]1[CH:16]=[C:11]([CH:10]=[C:9]([O:8][CH2:1][C:2]2[CH:7]=[CH:6][CH:5]=[CH:4][CH:3]=2)[CH:18]=1)[C:12]([O:14][CH3:15])=[O:13])(=[O:30])[CH3:29]. The catalyst class is: 69. (8) Reactant: [N+:1]([C:4]1[CH:5]=[C:6]([NH:10][C:11]2[CH:26]=[C:15]3[C:16]4[C:21]([CH2:22][CH2:23][N:14]3[C:13](=[O:27])[N:12]=2)=[CH:20][C:19]([O:24][CH3:25])=[CH:18][CH:17]=4)[CH:7]=[CH:8][CH:9]=1)([O-])=O.CO. Product: [NH2:1][C:4]1[CH:5]=[C:6]([NH:10][C:11]2[CH:26]=[C:15]3[C:16]4[C:21]([CH2:22][CH2:23][N:14]3[C:13](=[O:27])[N:12]=2)=[CH:20][C:19]([O:24][CH3:25])=[CH:18][CH:17]=4)[CH:7]=[CH:8][CH:9]=1. The catalyst class is: 565. (9) Reactant: [CH2:1]([O:3][C:4](=[O:21])[CH:5]([NH:11][C:12](=[O:20])[C:13]1[CH:18]=[CH:17][CH:16]=[C:15]([I:19])[CH:14]=1)[C:6]([O:8][CH2:9][CH3:10])=[O:7])[CH3:2].C(=O)([O-])[O-].[Cs+].[Cs+].I[CH2:29][Si:30]([CH3:33])([CH3:32])[CH3:31]. Product: [CH2:9]([O:8][C:6](=[O:7])[C:5]([NH:11][C:12](=[O:20])[C:13]1[CH:18]=[CH:17][CH:16]=[C:15]([I:19])[CH:14]=1)([CH2:29][Si:30]([CH3:33])([CH3:32])[CH3:31])[C:4]([O:3][CH2:1][CH3:2])=[O:21])[CH3:10]. The catalyst class is: 60.